From a dataset of Forward reaction prediction with 1.9M reactions from USPTO patents (1976-2016). Predict the product of the given reaction. (1) Given the reactants Cl[C:2]1[C:7]([C:8]([O:10][CH2:11][CH3:12])=[O:9])=[CH:6][N:5]=[C:4]([C:13]2[CH:18]=[CH:17][CH:16]=[C:15]([Cl:19])[CH:14]=2)[CH:3]=1.[Cl:20][C:21]1[CH:26]=[CH:25][CH:24]=[CH:23][C:22]=1[OH:27].C(=O)([O-])[O-].[K+].[K+], predict the reaction product. The product is: [Cl:20][C:21]1[CH:26]=[CH:25][CH:24]=[CH:23][C:22]=1[O:27][C:2]1[C:7]([C:8]([O:10][CH2:11][CH3:12])=[O:9])=[CH:6][N:5]=[C:4]([C:13]2[CH:18]=[CH:17][CH:16]=[C:15]([Cl:19])[CH:14]=2)[CH:3]=1. (2) The product is: [CH:23]1([NH:26][C:2]2[C:3]([CH3:22])=[N:4][C:5]3[C:10]([N:11]=2)=[C:9]([C:12]2[NH:20][C:19]4[CH2:18][CH2:17][NH:16][C:15](=[O:21])[C:14]=4[CH:13]=2)[CH:8]=[CH:7][CH:6]=3)[CH2:25][CH2:24]1. Given the reactants F[C:2]1[C:3]([CH3:22])=[N:4][C:5]2[C:10]([N:11]=1)=[C:9]([C:12]1[NH:20][C:19]3[CH2:18][CH2:17][NH:16][C:15](=[O:21])[C:14]=3[CH:13]=1)[CH:8]=[CH:7][CH:6]=2.[CH:23]1([NH2:26])[CH2:25][CH2:24]1, predict the reaction product. (3) Given the reactants [NH2:1][C:2]1[C:7]([Cl:8])=[CH:6][C:5]([CH2:9][C:10]([O:12]CC)=[O:11])=[C:4]([Cl:15])[CH:3]=1.C(O)C.[OH-].[Na+], predict the reaction product. The product is: [NH2:1][C:2]1[C:7]([Cl:8])=[CH:6][C:5]([CH2:9][C:10]([OH:12])=[O:11])=[C:4]([Cl:15])[CH:3]=1. (4) Given the reactants C([Li])CCC.[CH:6]1([C:9]#[CH:10])[CH2:8][CH2:7]1.[Cl:11][C:12]1[CH:17]=[CH:16][C:15]([NH:18][C:19]([C@@:21]23[C:27]([CH3:29])([CH3:28])[C@@:24]([CH3:30])([CH2:25][CH2:26]2)[C:23](=[O:31])[O:22]3)=[O:20])=[C:14]([C:32](=[O:37])[C:33]([F:36])([F:35])[F:34])[CH:13]=1, predict the reaction product. The product is: [Cl:11][C:12]1[CH:17]=[CH:16][C:15]([NH:18][C:19]([C@@:21]23[C:27]([CH3:28])([CH3:29])[C@@:24]([CH3:30])([CH2:25][CH2:26]2)[C:23](=[O:31])[O:22]3)=[O:20])=[C:14]([C@@:32]([OH:37])([C:10]#[C:9][CH:6]2[CH2:8][CH2:7]2)[C:33]([F:34])([F:35])[F:36])[CH:13]=1.